Dataset: Full USPTO retrosynthesis dataset with 1.9M reactions from patents (1976-2016). Task: Predict the reactants needed to synthesize the given product. Given the product [CH3:17][S:18]([O:9][CH2:8][C:3]1[C:2]([F:1])=[CH:7][CH:6]=[CH:5][N:4]=1)(=[O:20])=[O:19], predict the reactants needed to synthesize it. The reactants are: [F:1][C:2]1[C:3]([CH2:8][OH:9])=[N:4][CH:5]=[CH:6][CH:7]=1.C(N(CC)CC)C.[CH3:17][S:18](Cl)(=[O:20])=[O:19].